From a dataset of Full USPTO retrosynthesis dataset with 1.9M reactions from patents (1976-2016). Predict the reactants needed to synthesize the given product. (1) The reactants are: [OH:1][CH2:2][C:3]1[CH:8]=[CH:7][C:6](B(O)O)=[CH:5][CH:4]=1.Br[C:13]1[N:18]=[CH:17][C:16]([O:19][CH2:20][CH:21]2[CH2:26][CH2:25][N:24]([C:27]([O:29][CH:30]([CH3:32])[CH3:31])=[O:28])[CH2:23][CH2:22]2)=[CH:15][CH:14]=1.C([O-])([O-])=O.[Na+].[Na+]. Given the product [OH:1][CH2:2][C:3]1[CH:8]=[CH:7][C:6]([C:13]2[N:18]=[CH:17][C:16]([O:19][CH2:20][CH:21]3[CH2:22][CH2:23][N:24]([C:27]([O:29][CH:30]([CH3:32])[CH3:31])=[O:28])[CH2:25][CH2:26]3)=[CH:15][CH:14]=2)=[CH:5][CH:4]=1, predict the reactants needed to synthesize it. (2) Given the product [Br:18][C:15]1[C:16](=[O:17])[N:11]([C:6]2[CH:5]=[C:4]([CH:9]=[CH:8][C:7]=2[CH3:10])[C:3]([N:46]([O:47][CH3:32])[CH3:45])=[O:29])[C:12]([CH3:28])=[N:13][C:14]=1[O:19][CH2:20][C:21]1[CH:26]=[CH:25][CH:24]=[C:23]([CH3:27])[N:22]=1, predict the reactants needed to synthesize it. The reactants are: CO[C:3](=[O:29])[C:4]1[CH:9]=[CH:8][C:7]([CH3:10])=[C:6]([N:11]2[C:16](=[O:17])[C:15]([Br:18])=[C:14]([O:19][CH2:20][C:21]3[CH:26]=[CH:25][CH:24]=[C:23]([CH3:27])[N:22]=3)[N:13]=[C:12]2[CH3:28])[CH:5]=1.[OH-].[Na+].[C:32](N1C=CN=C1)(N1C=CN=C1)=O.Cl.[CH3:45][N:46](C)[OH:47].C(N(CC)CC)C. (3) Given the product [C:17]([O:20][C@@H:21]([C:23]1[N:24]=[C:25]([N:12]2[CH2:11][CH2:10][C:9]3[C:14](=[CH:15][C:6]([S:3](=[O:5])(=[O:4])[N:2]([CH3:16])[CH3:1])=[CH:7][CH:8]=3)[CH2:13]2)[CH:26]=[CH:27][N:28]=1)[CH3:22])(=[O:19])[CH3:18], predict the reactants needed to synthesize it. The reactants are: [CH3:1][N:2]([CH3:16])[S:3]([C:6]1[CH:15]=[C:14]2[C:9]([CH2:10][CH2:11][NH:12][CH2:13]2)=[CH:8][CH:7]=1)(=[O:5])=[O:4].[C:17]([O:20][C@@H:21]([C:23]1[N:28]=[C:27](Cl)[CH:26]=[CH:25][N:24]=1)[CH3:22])(=[O:19])[CH3:18].C(N(CC)CC)C.